From a dataset of Full USPTO retrosynthesis dataset with 1.9M reactions from patents (1976-2016). Predict the reactants needed to synthesize the given product. Given the product [F:1][C:2]1[C:7]([O:8][CH3:9])=[CH:6][C:5]([O:10][CH3:11])=[C:4]([F:12])[C:3]=1[C:13]1[N:18]=[CH:17][C:16]2[C:19]([C:34]3[CH:33]=[CH:32][N:31]=[C:30]([N:27]4[CH2:26][CH2:25][N:24]([CH3:23])[CH2:29][CH2:28]4)[CH:35]=3)=[N:20][NH:21][C:15]=2[CH:14]=1, predict the reactants needed to synthesize it. The reactants are: [F:1][C:2]1[C:7]([O:8][CH3:9])=[CH:6][C:5]([O:10][CH3:11])=[C:4]([F:12])[C:3]=1[C:13]1[N:18]=[CH:17][C:16]2[C:19](I)=[N:20][NH:21][C:15]=2[CH:14]=1.[CH3:23][N:24]1[CH2:29][CH2:28][N:27]([C:30]2[CH:35]=[C:34](B3OC(C)(C)C(C)(C)O3)[CH:33]=[CH:32][N:31]=2)[CH2:26][CH2:25]1.